From a dataset of Forward reaction prediction with 1.9M reactions from USPTO patents (1976-2016). Predict the product of the given reaction. (1) Given the reactants F[C:2]1[CH:3]=[C:4]([C:8]2[CH:17]=[CH:16][C:15]3[N:14]=[CH:13][C:12]4[N:18]=[CH:19][N:20]([C:21]5[CH:26]=[CH:25][CH:24]=[CH:23][CH:22]=5)[C:11]=4[C:10]=3[CH:9]=2)[CH:5]=[CH:6][CH:7]=1.[NH:27]1[CH2:32][CH2:31][NH:30][CH2:29][CH2:28]1, predict the reaction product. The product is: [C:21]1([N:20]2[C:11]3[C:10]4[CH:9]=[C:8]([C:4]5[CH:5]=[CH:6][CH:7]=[C:2]([N:27]6[CH2:32][CH2:31][NH:30][CH2:29][CH2:28]6)[CH:3]=5)[CH:17]=[CH:16][C:15]=4[N:14]=[CH:13][C:12]=3[N:18]=[CH:19]2)[CH:26]=[CH:25][CH:24]=[CH:23][CH:22]=1. (2) The product is: [CH:3]1([O:4][C:5]2[N:10]=[CH:9][C:8]([CH:11]([NH2:13])[CH3:12])=[CH:7][CH:6]=2)[CH2:21][CH2:20][CH2:19][CH2:2]1. Given the reactants F[C:2](F)(F)[CH2:3][O:4][C:5]1[N:10]=[CH:9][C:8]([CH:11]([NH2:13])[CH3:12])=[CH:7][CH:6]=1.ClC1C=C[C:20]([C:21]#N)=[CH:19]N=1.C1(O)CCCC1, predict the reaction product. (3) The product is: [C:13]([C:12]1[C:11]([C:15]2[CH:20]=[CH:19][C:18]([Cl:21])=[CH:17][C:16]=2[Cl:22])=[C:10]([C:23]2[NH:27][N:26]=[N:25][CH:24]=2)[S:9][C:8]=1[C:6]1[CH:5]=[CH:4][N:3]=[C:2]([NH:1][C:37](=[O:39])[CH3:38])[CH:7]=1)#[N:14]. Given the reactants [NH2:1][C:2]1[CH:7]=[C:6]([C:8]2[S:9][C:10]([C:23]3[NH:27][N:26]=[N:25][CH:24]=3)=[C:11]([C:15]3[CH:20]=[CH:19][C:18]([Cl:21])=[CH:17][C:16]=3[Cl:22])[C:12]=2[C:13]#[N:14])[CH:5]=[CH:4][N:3]=1.C(Cl)Cl.N1C=CC=CC=1.[C:37](OC(=O)C)(=[O:39])[CH3:38].CO.O.C(=O)(O)[O-].[Na+], predict the reaction product. (4) Given the reactants [CH3:1][C:2]1[C:10]2[C:9](=[O:11])[CH2:8][C:7](C)(C)[CH2:6][C:5]=2[NH:4][CH:3]=1.[H-].[Na+].[CH3:16][O:17][C:18](=[O:27])[C:19]1[CH:24]=[CH:23][C:22]([CH2:25]Br)=[CH:21][CH:20]=1.[CH3:28]N(C=O)C, predict the reaction product. The product is: [CH3:28][C:3]1[N:4]([CH2:25][C:22]2[CH:23]=[CH:24][C:19]([C:18]([O:17][CH3:16])=[O:27])=[CH:20][CH:21]=2)[C:5]2[CH2:6][CH2:7][CH2:8][C:9](=[O:11])[C:10]=2[C:2]=1[CH3:1]. (5) Given the reactants Br[C:2]1[C:16]([CH3:17])=[CH:15][C:5]([O:6][CH2:7][C:8]2([F:14])[CH2:13][CH2:12][O:11][CH2:10][CH2:9]2)=[CH:4][C:3]=1[CH3:18].B([O-])[O-].[CH2:22]([O:24][C:25]([CH:27]1[CH:29]2[CH2:30][C:31]3[CH:32]=[C:33]([O:37][CH2:38][C:39]4[CH:44]=[C:43](B5OC(C)(C)C(C)(C)O5)[CH:42]=[CH:41][C:40]=4[F:54])[N:34]=[CH:35][C:36]=3[CH:28]12)=[O:26])[CH3:23].P(C1CCCCC1)(C1CCCCC1)C1CCCCC1.C([O-])([O-])=O.[K+].[K+], predict the reaction product. The product is: [F:54][C:40]1[CH:41]=[CH:42][C:43]([C:2]2[C:16]([CH3:17])=[CH:15][C:5]([O:6][CH2:7][C:8]3([F:14])[CH2:13][CH2:12][O:11][CH2:10][CH2:9]3)=[CH:4][C:3]=2[CH3:18])=[CH:44][C:39]=1[CH2:38][O:37][C:33]1[N:34]=[CH:35][C:36]2[CH:28]3[CH:27]([C:25]([O:24][CH2:22][CH3:23])=[O:26])[CH:29]3[CH2:30][C:31]=2[CH:32]=1.